This data is from Experimentally validated miRNA-target interactions with 360,000+ pairs, plus equal number of negative samples. The task is: Binary Classification. Given a miRNA mature sequence and a target amino acid sequence, predict their likelihood of interaction. The miRNA is dme-miR-286-3p with sequence UGACUAGACCGAACACUCGUGCU. The protein sequence of the target gene is MLPGVGVFGTSLTARVIIPLLKDEGFAVKALWGRTQEEAEELAKEMSVPFYTSRIDEVLLHQDVDLVCINLPPPLTRQIAVKTLGIGKNVICDRTATPLDAFRMTSAAHYYPKLMSIMGNVLRFLPAFVRMKQLIEEGYVGEPLVCEVQVHGGSLLGKKYNWSCDDLMGGGGLHSVGTYIIDLLTFLTGQKAVKVHGLLKTFVKQTDHIKGIRQITSDDFCTFQMVLEGGVCCTVTLNFNVPGEFKQDVTVVGSAGRLLAVGTDLYGQRNSAPEQELLVQDATPVSNSLLPEKAFSDIPS.... Result: 0 (no interaction).